Dataset: Reaction yield outcomes from USPTO patents with 853,638 reactions. Task: Predict the reaction yield, written as a fraction of the theoretical maximum amount of product (1.0 means a 100% yield; for example, 0.34 means a 34% yield). (1) The reactants are [Cl:1][C:2]1[CH:9]=[C:8]([F:10])[C:5]([CH:6]=[O:7])=[C:4](F)[CH:3]=1.[C:12]([O:16][C:17]([N:19]1[CH2:22][CH:21]([OH:23])[CH2:20]1)=[O:18])([CH3:15])([CH3:14])[CH3:13].[H-].[Na+].O. The catalyst is CN(C=O)C.CCOC(C)=O. The product is [C:12]([O:16][C:17]([N:19]1[CH2:22][CH:21]([O:23][C:4]2[CH:3]=[C:2]([Cl:1])[CH:9]=[C:8]([F:10])[C:5]=2[CH:6]=[O:7])[CH2:20]1)=[O:18])([CH3:15])([CH3:13])[CH3:14]. The yield is 0.150. (2) The reactants are [H-].[Na+].[CH3:3][O:4][CH2:5][O:6][C@H:7]1[CH2:24][CH2:23][C@@:22]2([CH3:25])[C:9](=[CH:10][CH2:11][C@@H:12]3[C@@H:21]2[CH2:20][CH2:19][C@@:17]2([CH3:18])[C@H:13]3[CH2:14][CH2:15][C@@H:16]2[CH2:26][OH:27])[CH2:8]1.[CH2:28](Br)[C:29]1[CH:34]=[CH:33][CH:32]=[CH:31][CH:30]=1. The catalyst is C1COCC1. The product is [CH2:28]([O:27][CH2:26][C@H:16]1[CH2:15][CH2:14][C@H:13]2[C@H:12]3[C@H:21]([CH2:20][CH2:19][C@:17]12[CH3:18])[C@:22]1([CH3:25])[C:9]([CH2:8][C@@H:7]([O:6][CH2:5][O:4][CH3:3])[CH2:24][CH2:23]1)=[CH:10][CH2:11]3)[C:29]1[CH:34]=[CH:33][CH:32]=[CH:31][CH:30]=1. The yield is 0.910. (3) The reactants are [Br:1][C:2]1[CH:3]=[C:4]2[C:23](=[CH:24][CH:25]=1)[C:8]1=[N:9]O[C:11]([C:12]3[CH:17]=[CH:16][C:15]([O:18][C:19]([F:22])([F:21])[F:20])=[CH:14][CH:13]=3)=[C:7]1[CH2:6][CH2:5]2.N1C=CN=C1.P12(SP3(SP(SP(S3)(S1)=S)(=S)S2)=S)=[S:32]. No catalyst specified. The product is [Br:1][C:2]1[CH:3]=[C:4]2[C:23](=[CH:24][CH:25]=1)[C:8]1=[N:9][S:32][C:11]([C:12]3[CH:17]=[CH:16][C:15]([O:18][C:19]([F:22])([F:21])[F:20])=[CH:14][CH:13]=3)=[C:7]1[CH2:6][CH2:5]2. The yield is 0.500. (4) The yield is 0.570. The reactants are [CH2:1]([N:8]1[CH2:13][CH2:12][NH:11][CH2:10][CH2:9]1)[C:2]1[CH:7]=[CH:6][CH:5]=[CH:4][CH:3]=1.F[C:15]1[CH:20]=[CH:19][C:18]([N+:21]([O-:23])=[O:22])=[CH:17][CH:16]=1.C([O-])([O-])=O.[K+].[K+]. The catalyst is C(O)C.O. The product is [CH2:1]([N:8]1[CH2:13][CH2:12][N:11]([C:15]2[CH:20]=[CH:19][C:18]([N+:21]([O-:23])=[O:22])=[CH:17][CH:16]=2)[CH2:10][CH2:9]1)[C:2]1[CH:3]=[CH:4][CH:5]=[CH:6][CH:7]=1. (5) The reactants are CS(Cl)(=O)=O.[C:6]1([CH2:12][O:13][C:14]([C:16]2([NH:22][C:23]([C:25]3[CH:30]=[CH:29][C:28]([CH2:31]O)=[CH:27][CH:26]=3)=[O:24])[CH2:21][CH2:20][CH2:19][CH2:18][CH2:17]2)=[O:15])[CH:11]=[CH:10][CH:9]=[CH:8][CH:7]=1.[CH2:33]([N:35](CC)[CH2:36]C)C.CNC.O1CCCC1. The catalyst is C(Cl)Cl. The product is [C:6]1([CH2:12][O:13][C:14]([C:16]2([NH:22][C:23]([C:25]3[CH:30]=[CH:29][C:28]([CH2:31][N:35]([CH3:36])[CH3:33])=[CH:27][CH:26]=3)=[O:24])[CH2:21][CH2:20][CH2:19][CH2:18][CH2:17]2)=[O:15])[CH:11]=[CH:10][CH:9]=[CH:8][CH:7]=1. The yield is 0.220. (6) The reactants are [F:1][C:2]1[CH:42]=[C:41]([F:43])[CH:40]=[CH:39][C:3]=1[O:4][C:5]1[CH:10]=[CH:9][C:8]([N+:11]([O-])=O)=[CH:7][C:6]=1[C:14]1[C:22]2[C:17](=[C:18]([O:36][CH3:37])[N:19]=[C:20]([C:23]3[CH2:28][CH2:27][N:26]([C:29]([O:31][C:32]([CH3:35])([CH3:34])[CH3:33])=[O:30])[CH2:25][CH:24]=3)[CH:21]=2)[N:16]([CH3:38])[CH:15]=1.[H][H]. The catalyst is [Pd].FC(F)C(F)(F)O. The product is [NH2:11][C:8]1[CH:9]=[CH:10][C:5]([O:4][C:3]2[CH:39]=[CH:40][C:41]([F:43])=[CH:42][C:2]=2[F:1])=[C:6]([C:14]2[C:22]3[C:17](=[C:18]([O:36][CH3:37])[N:19]=[C:20]([CH:23]4[CH2:28][CH2:27][N:26]([C:29]([O:31][C:32]([CH3:33])([CH3:34])[CH3:35])=[O:30])[CH2:25][CH2:24]4)[CH:21]=3)[N:16]([CH3:38])[CH:15]=2)[CH:7]=1. The yield is 1.01. (7) The reactants are [Si]([O:8][C:9]1[C:10]([F:19])=[C:11]([CH:14]=[C:15]([CH2:17][CH3:18])[CH:16]=1)[CH:12]=[O:13])(C(C)(C)C)(C)C.[F-].[K+].I[CH2:23][CH3:24]. The catalyst is CN(C=O)C.CCOC(C)=O. The product is [CH2:23]([O:8][C:9]1[C:10]([F:19])=[C:11]([CH:14]=[C:15]([CH2:17][CH3:18])[CH:16]=1)[CH:12]=[O:13])[CH3:24]. The yield is 1.00.